Dataset: Reaction yield outcomes from USPTO patents with 853,638 reactions. Task: Predict the reaction yield, written as a fraction of the theoretical maximum amount of product (1.0 means a 100% yield; for example, 0.34 means a 34% yield). (1) The reactants are [CH3:1][C:2]1[N:3]=[C:4]2[C:9]([C:10]([F:13])([F:12])[F:11])=[CH:8][CH:7]=[CH:6][N:5]2[CH:14]=1.I[C:16]1[CH:17]=[C:18]([OH:22])[CH:19]=[CH:20][CH:21]=1.C(=O)([O-])[O-].[Cs+].[Cs+].Cl. The catalyst is O1CCOCC1.C(O[Pd]OC(=O)C)(=O)C.C1(P(C2C=CC=CC=2)C2C=CC=CC=2)C=CC=CC=1.O. The product is [CH3:1][C:2]1[N:3]=[C:4]2[C:9]([C:10]([F:13])([F:11])[F:12])=[CH:8][CH:7]=[CH:6][N:5]2[C:14]=1[C:16]1[CH:17]=[C:18]([OH:22])[CH:19]=[CH:20][CH:21]=1. The yield is 0.780. (2) The reactants are [F:1][C:2]([F:16])([C:7]1[CH:15]=[CH:14][C:10]([C:11]([OH:13])=O)=[CH:9][CH:8]=1)[C:3]([F:6])([F:5])[F:4].[F:17][C:18]1[CH:23]=[CH:22][C:21]([CH2:24][CH2:25][NH2:26])=[CH:20][CH:19]=1.CN1CCOCC1.CN(C(ON1N=NC2C=CC=CC1=2)=[N+](C)C)C.F[P-](F)(F)(F)(F)F. The catalyst is CN(C=O)C. The product is [F:17][C:18]1[CH:23]=[CH:22][C:21]([CH2:24][CH2:25][NH:26][C:11](=[O:13])[C:10]2[CH:9]=[CH:8][C:7]([C:2]([F:1])([F:16])[C:3]([F:4])([F:5])[F:6])=[CH:15][CH:14]=2)=[CH:20][CH:19]=1. The yield is 0.990.